This data is from Reaction yield outcomes from USPTO patents with 853,638 reactions. The task is: Predict the reaction yield, written as a fraction of the theoretical maximum amount of product (1.0 means a 100% yield; for example, 0.34 means a 34% yield). (1) The reactants are [CH3:1][CH:2]([N:4]1[CH2:9][CH2:8][N:7]([C:10]2[CH:19]=[CH:18][C:13]([C:14]([O:16]C)=O)=[CH:12][CH:11]=2)[CH2:6][CH2:5]1)[CH3:3].[NH2:20][C:21]1[N:25](C(OC(C)(C)C)=O)[N:24]=[C:23]([CH2:33][CH2:34][C:35]2[CH:40]=[C:39]([O:41][CH3:42])[CH:38]=[C:37]([O:43][CH3:44])[CH:36]=2)[CH:22]=1.C[Si]([N-][Si](C)(C)C)(C)C.[Na+]. The catalyst is C1COCC1. The product is [CH3:42][O:41][C:39]1[CH:40]=[C:35]([CH2:34][CH2:33][C:23]2[NH:24][N:25]=[C:21]([NH:20][C:14](=[O:16])[C:13]3[CH:12]=[CH:11][C:10]([N:7]4[CH2:6][CH2:5][N:4]([CH:2]([CH3:1])[CH3:3])[CH2:9][CH2:8]4)=[CH:19][CH:18]=3)[CH:22]=2)[CH:36]=[C:37]([O:43][CH3:44])[CH:38]=1. The yield is 0.0500. (2) The reactants are [CH3:1][O:2][C:3]([C:5]1[S:9][C:8]2[CH:10]=[C:11](Br)[CH:12]=[C:13]([O:14][CH3:15])[C:7]=2[C:6]=1[C:17]([O:19][CH2:20][CH3:21])=[O:18])=[O:4].[N+:22]([C:25]1[CH:26]=[C:27](B(O)O)[CH:28]=[CH:29][CH:30]=1)([O-:24])=[O:23].[F-].[K+]. The catalyst is C1C=CC(/C=C/C(/C=C/C2C=CC=CC=2)=O)=CC=1.C1C=CC(/C=C/C(/C=C/C2C=CC=CC=2)=O)=CC=1.C1C=CC(/C=C/C(/C=C/C2C=CC=CC=2)=O)=CC=1.[Pd].[Pd]. The product is [CH3:1][O:2][C:3]([C:5]1[S:9][C:8]2[CH:10]=[C:11]([C:28]3[CH:27]=[CH:26][C:25]([N+:22]([O-:24])=[O:23])=[CH:30][CH:29]=3)[CH:12]=[C:13]([O:14][CH3:15])[C:7]=2[C:6]=1[C:17]([O:19][CH2:20][CH3:21])=[O:18])=[O:4]. The yield is 0.850. (3) The reactants are [Cl:1][C:2]1[CH:10]=[CH:9][C:8]([N:11]([CH3:20])[S:12]([C:15]2[S:16][CH:17]=[CH:18][CH:19]=2)(=[O:14])=[O:13])=[C:7]2[C:3]=1[CH:4]=[C:5]([C:21]([NH2:23])=O)[NH:6]2.COC1C=CC(P2(SP(C3C=CC(OC)=CC=3)(=S)S2)=[S:33])=CC=1. The catalyst is O1CCCC1. The product is [Cl:1][C:2]1[CH:10]=[CH:9][C:8]([N:11]([CH3:20])[S:12]([C:15]2[S:16][CH:17]=[CH:18][CH:19]=2)(=[O:14])=[O:13])=[C:7]2[C:3]=1[CH:4]=[C:5]([C:21](=[S:33])[NH2:23])[NH:6]2. The yield is 0.870. (4) The reactants are [OH:1][CH2:2][CH:3]([CH3:33])[CH2:4][O:5][CH2:6][C@H:7]([C@@H:9]1[C@@:13]2([CH3:32])[CH2:14][CH2:15][C:16]3[C@@:17]4([CH3:31])[CH2:26][CH2:25][C@H:24]([O:27][CH2:28][O:29][CH3:30])[CH2:23][C@@H:18]4[C:19](=[O:22])[O:20][C:21]=3[C@@H:12]2[CH2:11][CH2:10]1)[CH3:8].[CH3:34]I. The catalyst is [Ag]=O. The product is [CH3:34][O:1][CH2:2][CH:3]([CH3:33])[CH2:4][O:5][CH2:6][C@H:7]([C@@H:9]1[C@@:13]2([CH3:32])[CH2:14][CH2:15][C:16]3[C@@:17]4([CH3:31])[CH2:26][CH2:25][C@H:24]([O:27][CH2:28][O:29][CH3:30])[CH2:23][C@@H:18]4[C:19](=[O:22])[O:20][C:21]=3[C@@H:12]2[CH2:11][CH2:10]1)[CH3:8]. The yield is 0.400. (5) The reactants are [F:1][C:2]1[CH:8]=[CH:7][C:5]([NH2:6])=[CH:4][CH:3]=1.Br[CH2:10][CH2:11][OH:12].C(=O)([O-])[O-].[K+].[K+]. The catalyst is CN(C)C=O. The product is [F:1][C:2]1[CH:8]=[CH:7][C:5]([NH:6][CH2:10][CH2:11][OH:12])=[CH:4][CH:3]=1. The yield is 0.540. (6) The reactants are [C:9](O[C:9]([O:11][C:12]([CH3:15])([CH3:14])[CH3:13])=[O:10])([O:11][C:12]([CH3:15])([CH3:14])[CH3:13])=[O:10].[C@H:16]12[C:23](=[O:24])[NH:22][C@H:21]1[CH2:20][CH2:19][CH2:18][CH2:17]2. The catalyst is CN(C)C1C=CN=CC=1.ClCCl. The product is [O:24]=[C:23]1[C@H:16]2[C@H:21]([CH2:20][CH2:19][CH2:18][CH2:17]2)[N:22]1[C:9]([O:11][C:12]([CH3:13])([CH3:14])[CH3:15])=[O:10]. The yield is 0.670. (7) The reactants are [C:1]([O:5][C:6]([NH:8][CH:9]([CH2:13][CH2:14][CH:15]([SH:25])[CH2:16][NH:17][C:18]([O:20][C:21]([CH3:24])([CH3:23])[CH3:22])=[O:19])[C:10]([OH:12])=[O:11])=[O:7])([CH3:4])([CH3:3])[CH3:2].C(N(CC)CC)C.[CH3:33][S:34](=O)(SC)=O. The catalyst is ClCCl. The product is [C:1]([O:5][C:6]([NH:8][CH:9]([CH2:13][CH2:14][CH:15]([S:25][S:34][CH3:33])[CH2:16][NH:17][C:18]([O:20][C:21]([CH3:24])([CH3:23])[CH3:22])=[O:19])[C:10]([OH:12])=[O:11])=[O:7])([CH3:4])([CH3:3])[CH3:2]. The yield is 0.810. (8) The reactants are [F:1][C:2]1[N:7]=[CH:6][C:5]([NH2:8])=[CH:4][CH:3]=1.C([Mg]Cl)(C)C.[CH3:14][O:15][C@@H:16]1[CH2:20][N:19]([C:21]([O:23][CH2:24][C:25]2[CH:30]=[CH:29][CH:28]=[CH:27][CH:26]=2)=[O:22])[C@H:18]([C:31](OC)=[O:32])[CH2:17]1. The catalyst is C1COCC1. The product is [F:1][C:2]1[N:7]=[CH:6][C:5]([NH:8][C:31]([C@@H:18]2[CH2:17][C@H:16]([O:15][CH3:14])[CH2:20][N:19]2[C:21]([O:23][CH2:24][C:25]2[CH:30]=[CH:29][CH:28]=[CH:27][CH:26]=2)=[O:22])=[O:32])=[CH:4][CH:3]=1. The yield is 0.800.